Dataset: CYP1A2 inhibition data for predicting drug metabolism from PubChem BioAssay. Task: Regression/Classification. Given a drug SMILES string, predict its absorption, distribution, metabolism, or excretion properties. Task type varies by dataset: regression for continuous measurements (e.g., permeability, clearance, half-life) or binary classification for categorical outcomes (e.g., BBB penetration, CYP inhibition). Dataset: cyp1a2_veith. (1) The drug is COc1ccc(NC(=S)N(CCc2nc3cc(C)c(C)cc3[nH]2)Cc2cccnc2)cc1. The result is 1 (inhibitor). (2) The compound is O=C(NC1(C(F)(F)F)C(=O)Nc2c1c(=O)[nH]c(=O)n2Cc1ccccc1)c1ccc(Cl)cc1Cl. The result is 1 (inhibitor). (3) The molecule is CCc1c(C)nc(N)n2c(SCC(=O)Nc3ccccc3)nnc12. The result is 0 (non-inhibitor). (4) The molecule is Cc1cc(NS(=O)(=O)c2ccc(N)cc2)no1. The result is 0 (non-inhibitor). (5) The compound is Cc1cc(=O)oc(C)c1C(=O)OCC(=O)c1ccc(Cl)cc1. The result is 1 (inhibitor). (6) The compound is COC(=O)[C@@]1(Cc2ccc(F)cc2)[C@@H]2C(=CC(=O)[C@H]2CC(=O)C(=O)N(C)C)CN1C(=O)c1ccccc1. The result is 0 (non-inhibitor).